Predict the product of the given reaction. From a dataset of Forward reaction prediction with 1.9M reactions from USPTO patents (1976-2016). (1) The product is: [Br:1][C:2]1[CH:7]=[CH:6][CH:5]=[C:4]([C:16]#[C:15][C:9]2[CH:14]=[CH:13][CH:12]=[CH:11][CH:10]=2)[CH:3]=1. Given the reactants [Br:1][C:2]1[CH:7]=[CH:6][CH:5]=[C:4](I)[CH:3]=1.[C:9]1([C:15]#[CH:16])[CH:14]=[CH:13][CH:12]=[CH:11][CH:10]=1.C(NC(C)C)(C)C, predict the reaction product. (2) Given the reactants [CH3:1][C:2]([CH3:12])=[CH:3][N:4]1[CH:8]=[CH:7][C:6]([C:9]([OH:11])=O)=[N:5]1.[NH2:13][C@@H:14]([CH3:30])[CH2:15][N:16]1[CH:20]=[CH:19][C:18]([C:21]2[CH:28]=[CH:27][C:24]([C:25]#[N:26])=[C:23]([Cl:29])[CH:22]=2)=[N:17]1, predict the reaction product. The product is: [Cl:29][C:23]1[CH:22]=[C:21]([C:18]2[CH:19]=[CH:20][N:16]([CH2:15][C@@H:14]([NH:13][C:9]([C:6]3[CH:7]=[CH:8][N:4]([CH:3]=[C:2]([CH3:1])[CH3:12])[N:5]=3)=[O:11])[CH3:30])[N:17]=2)[CH:28]=[CH:27][C:24]=1[C:25]#[N:26]. (3) The product is: [C:22]1([S:19]([CH2:18][C@@H:8]2[CH2:9][C@H:10]([N:13]([CH:15]([CH3:16])[CH3:17])[CH3:14])[CH2:11][CH2:12][C@@H:7]2[N:4]2[CH2:5][CH2:6][C@H:2]([NH:1][C:30]3[C:31]4[CH:43]=[C:42]([Cl:44])[CH:41]=[N:40][C:32]=4[N:33]=[C:34]([C:36]([F:39])([F:37])[F:38])[N:35]=3)[C:3]2=[O:28])(=[O:21])=[O:20])[CH:23]=[CH:24][CH:25]=[CH:26][CH:27]=1. Given the reactants [NH2:1][C@H:2]1[CH2:6][CH2:5][N:4]([C@H:7]2[CH2:12][CH2:11][C@@H:10]([N:13]([CH:15]([CH3:17])[CH3:16])[CH3:14])[CH2:9][C@H:8]2[CH2:18][S:19]([C:22]2[CH:27]=[CH:26][CH:25]=[CH:24][CH:23]=2)(=[O:21])=[O:20])[C:3]1=[O:28].Cl[C:30]1[C:31]2[CH:43]=[C:42]([Cl:44])[CH:41]=[N:40][C:32]=2[N:33]=[C:34]([C:36]([F:39])([F:38])[F:37])[N:35]=1, predict the reaction product. (4) The product is: [CH2:1]([C:14]1[CH:19]=[CH:18][C:17]([NH2:20])=[CH:16][C:15]=1[S:21]([OH:24])(=[O:22])=[O:23])[CH2:2][C:3]1[CH:8]=[CH:7][C:6]([NH2:9])=[CH:5][C:4]=1[S:10]([OH:13])(=[O:11])=[O:12]. Given the reactants [CH:1](/[C:14]1[CH:19]=[CH:18][C:17]([NH2:20])=[CH:16][C:15]=1[S:21]([OH:24])(=[O:23])=[O:22])=[CH:2]\[C:3]1[CH:8]=[CH:7][C:6]([NH2:9])=[CH:5][C:4]=1[S:10]([OH:13])(=[O:12])=[O:11].[H][H], predict the reaction product. (5) Given the reactants [F:1][C:2]1[CH:24]=[CH:23][C:5]2[N:6]=[C:7]([NH:9][C:10]3[N:14]([CH3:15])[C:13]4[CH:16]=[CH:17][C:18]([C:20]([OH:22])=O)=[CH:19][C:12]=4[N:11]=3)[S:8][C:4]=2[CH:3]=1.[CH3:25][O:26][CH2:27][CH2:28][NH2:29].CN(C(ON1N=NC2C=CC=CC1=2)=[N+](C)C)C.F[P-](F)(F)(F)(F)F.CCN(C(C)C)C(C)C, predict the reaction product. The product is: [CH3:25][O:26][CH2:27][CH2:28][NH:29][C:20]([C:18]1[CH:17]=[CH:16][C:13]2[N:14]([CH3:15])[C:10]([NH:9][C:7]3[S:8][C:4]4[CH:3]=[C:2]([F:1])[CH:24]=[CH:23][C:5]=4[N:6]=3)=[N:11][C:12]=2[CH:19]=1)=[O:22]. (6) Given the reactants Cl.C(O[C:5]([CH:7]1[CH2:12][CH2:11][N:10]([CH2:13][C:14]2[CH:19]=[CH:18][CH:17]=[CH:16][CH:15]=2)[CH2:9][C:8]1=O)=[O:6])C.FC(F)(F)C([O-])=O.[CH2:28]([N+:30]([CH2:34][CH3:35])=[C:31]([NH2:33])[NH2:32])[CH3:29].[O-]CC.[Na+], predict the reaction product. The product is: [CH2:13]([N:10]1[CH2:11][CH2:12][C:7]2[C:5]([OH:6])=[N:33][C:31]([N:30]([CH2:34][CH3:35])[CH2:28][CH3:29])=[N:32][C:8]=2[CH2:9]1)[C:14]1[CH:15]=[CH:16][CH:17]=[CH:18][CH:19]=1. (7) Given the reactants BrCC1C=CC(S(N2CCOCC2)(=O)=O)=CC=1.[CH3:18][O:19][C:20]1[CH:21]=[C:22]([CH:25]=[CH:26][CH:27]=1)[CH2:23]Br.COC1C=C(C=CC=1)CNC(C1SC2N(C)C(=O)NC(=O)C=2C=1)=O.[CH3:52][O:53][C:54]1[CH:75]=[CH:74][C:57]([CH2:58][NH:59][C:60]([C:62]2[S:73][C:65]3[N:66]([CH3:72])[C:67](=[O:71])[NH:68][C:69](=[O:70])[C:64]=3[CH:63]=2)=[O:61])=[CH:56][CH:55]=1, predict the reaction product. The product is: [CH3:52][O:53][C:54]1[CH:55]=[CH:56][C:57]([CH2:58][NH:59][C:60]([C:62]2[S:73][C:65]3[N:66]([CH3:72])[C:67](=[O:71])[N:68]([CH2:23][C:22]4[CH:25]=[CH:26][CH:27]=[C:20]([O:19][CH3:18])[CH:21]=4)[C:69](=[O:70])[C:64]=3[CH:63]=2)=[O:61])=[CH:74][CH:75]=1. (8) Given the reactants [CH:1]([NH:4][C:5]1[C:10]([C:11](O)=[O:12])=[CH:9][N:8]=[C:7]([S:14][CH3:15])[N:6]=1)([CH3:3])[CH3:2].S(Cl)([Cl:18])=O, predict the reaction product. The product is: [CH:1]([NH:4][C:5]1[C:10]([C:11]([Cl:18])=[O:12])=[CH:9][N:8]=[C:7]([S:14][CH3:15])[N:6]=1)([CH3:3])[CH3:2].